Predict the reactants needed to synthesize the given product. From a dataset of Retrosynthesis with 50K atom-mapped reactions and 10 reaction types from USPTO. (1) Given the product Cc1c(C)c2c(c(C)c1O)CC[C@@](C)(CCOC(C)(C)C)O2, predict the reactants needed to synthesize it. The reactants are: C=C(C)C.Cc1c(C)c2c(c(C)c1O)CC[C@@](C)(CCO)O2. (2) Given the product CC(C)(C)OC(=O)N1CCCC(Nc2cccc(N)c2)C1, predict the reactants needed to synthesize it. The reactants are: CC(C)(C)OC(=O)N1CCCC(Nc2cccc([N+](=O)[O-])c2)C1. (3) Given the product COc1ccc2c(c1)nc(N(Cc1ccc(C(=O)O)cc1)C1CCC(C(C)(C)C)CC1)n2C, predict the reactants needed to synthesize it. The reactants are: COC(=O)c1ccc(CN(c2nc3cc(OC)ccc3n2C)C2CCC(C(C)(C)C)CC2)cc1. (4) Given the product CN(CCO)S(=O)(=O)c1ccc(F)cc1F, predict the reactants needed to synthesize it. The reactants are: CNCCO.O=S(=O)(Cl)c1ccc(F)cc1F. (5) Given the product c1ccc(-n2cc(-c3ccco3)cn2)cc1, predict the reactants needed to synthesize it. The reactants are: Brc1cnn(-c2ccccc2)c1.OB(O)c1ccco1. (6) Given the product Cc1nc(NC(=O)C2CCCC2)sc1C(=O)NCc1ccccc1, predict the reactants needed to synthesize it. The reactants are: Cc1nc(N)sc1C(=O)NCc1ccccc1.O=C(Cl)C1CCCC1. (7) Given the product O=C(Nc1ccc(Oc2ccc(F)cc2)cc1)[C@@H]1C[C@@H](Cc2c(F)cc(F)cc2F)CN1C(=O)Cn1nccn1, predict the reactants needed to synthesize it. The reactants are: O=C(Nc1ccc(Oc2ccc(F)cc2)cc1)[C@@H]1C[C@@H](Cc2c(F)cc(F)cc2F)CN1.O=C(O)Cn1nccn1. (8) Given the product CCCCc1ccc(C#Cc2ccc(CN(C(=O)c3cc4ccccc4s3)c3ccc4c(c3)C(=O)OC(C)(C)O4)cc2)cc1, predict the reactants needed to synthesize it. The reactants are: CCCCc1ccc(C#Cc2ccc(CNc3ccc4c(c3)C(=O)OC(C)(C)O4)cc2)cc1.O=C(Cl)c1cc2ccccc2s1. (9) The reactants are: C[C@@H](O)CN.Cc1c(F)cc(C(=O)O)cc1-c1ccc(C(=O)NCC(C)(C)C)cc1C(N)=O. Given the product Cc1c(F)cc(C(=O)NC[C@@H](C)O)cc1-c1ccc(C(=O)NCC(C)(C)C)cc1C(N)=O, predict the reactants needed to synthesize it. (10) Given the product COc1cc2c(cc1-c1ccccc1)C(c1cccc(C#N)c1)=NCC(=O)N2C, predict the reactants needed to synthesize it. The reactants are: COc1cc2c(cc1Br)C(c1cccc(C#N)c1)=NCC(=O)N2C.OB(O)c1ccccc1.